From a dataset of Catalyst prediction with 721,799 reactions and 888 catalyst types from USPTO. Predict which catalyst facilitates the given reaction. (1) Reactant: Cl[C:2]1[CH:7]=[CH:6][C:5]([C:8]2[CH:13]=[CH:12][C:11]([C:14]3[NH:18][C:17]([C@@H:19]4[CH2:23][CH2:22][CH2:21][N:20]4[C:24]([O:26][CH2:27][C:28]4[CH:33]=[CH:32][CH:31]=[CH:30][CH:29]=4)=[O:25])=[N:16][CH:15]=3)=[CH:10][CH:9]=2)=[CH:4][CH:3]=1.[B:34]1([B:34]2[O:38][C:37]([CH3:40])([CH3:39])[C:36]([CH3:42])([CH3:41])[O:35]2)[O:38][C:37]([CH3:40])([CH3:39])[C:36]([CH3:42])([CH3:41])[O:35]1.C1(P(C2CCCCC2)C2C=CC=CC=2C2C(C(C)C)=CC(C(C)C)=CC=2C(C)C)CCCCC1.C([O-])(=O)C.[K+]. Product: [CH3:41][C:36]1([CH3:42])[C:37]([CH3:40])([CH3:39])[O:38][B:34]([C:2]2[CH:7]=[CH:6][C:5]([C:8]3[CH:13]=[CH:12][C:11]([C:14]4[NH:18][C:17]([C@@H:19]5[CH2:23][CH2:22][CH2:21][N:20]5[C:24]([O:26][CH2:27][C:28]5[CH:33]=[CH:32][CH:31]=[CH:30][CH:29]=5)=[O:25])=[N:16][CH:15]=4)=[CH:10][CH:9]=3)=[CH:4][CH:3]=2)[O:35]1. The catalyst class is: 102. (2) Reactant: [CH3:1][O:2][C:3]1[CH:19]=[CH:18][C:6]([CH2:7][S:8][CH2:9][CH2:10][O:11][CH2:12][CH2:13][O:14][CH2:15][CH2:16]O)=[CH:5][CH:4]=1.N1C=CC=CC=1.S(Cl)([Cl:28])=O.Cl. Product: [CH3:1][O:2][C:3]1[CH:19]=[CH:18][C:6]([CH2:7][S:8][CH2:9][CH2:10][O:11][CH2:12][CH2:13][O:14][CH2:15][CH2:16][Cl:28])=[CH:5][CH:4]=1. The catalyst class is: 4.